This data is from Forward reaction prediction with 1.9M reactions from USPTO patents (1976-2016). The task is: Predict the product of the given reaction. Given the reactants [C:1]([C:3]1[CH:8]=[CH:7][C:6]([C:9]2[N:14]=[C:13]3[NH:15][N:16]=[CH:17][C:12]3=[C:11]([C:18]3[O:19][CH:20]=[CH:21][CH:22]=3)[C:10]=2[C:23]#[N:24])=[CH:5][CH:4]=1)#N.[OH-:25].[K+].C[OH:28].Cl, predict the reaction product. The product is: [C:23]([C:10]1[C:11]([C:18]2[O:19][CH:20]=[CH:21][CH:22]=2)=[C:12]2[CH:17]=[N:16][NH:15][C:13]2=[N:14][C:9]=1[C:6]1[CH:5]=[CH:4][C:3]([C:1]([OH:28])=[O:25])=[CH:8][CH:7]=1)#[N:24].